This data is from Full USPTO retrosynthesis dataset with 1.9M reactions from patents (1976-2016). The task is: Predict the reactants needed to synthesize the given product. (1) Given the product [C:1]([S:5][S:6][CH2:7][CH:8]([NH:12][C:13]([O:15][CH2:16][CH:17]([CH3:19])[CH3:18])=[O:14])[C:9]([NH:66][CH:63]1[CH2:62][CH2:61][N:60]([C:53]([O:55][C:56]([CH3:59])([CH3:58])[CH3:57])=[O:54])[CH2:65][CH2:64]1)=[O:11])([CH3:2])([CH3:3])[CH3:4], predict the reactants needed to synthesize it. The reactants are: [C:1]([S:5][S:6][CH2:7][CH:8]([NH:12][C:13]([O:15][CH2:16][CH:17]([CH3:19])[CH3:18])=[O:14])[C:9]([OH:11])=O)([CH3:4])([CH3:3])[CH3:2].CN(C(ON1N=NC2C=CC=NC1=2)=[N+](C)C)C.F[P-](F)(F)(F)(F)F.CCN(C(C)C)C(C)C.[C:53]([N:60]1[CH2:65][CH2:64][CH:63]([NH2:66])[CH2:62][CH2:61]1)([O:55][C:56]([CH3:59])([CH3:58])[CH3:57])=[O:54]. (2) Given the product [NH2:10][C@@H:11]([CH2:12][CH:13]([CH3:15])[CH3:14])[C:16]([N:18]1[CH2:22][CH2:21][C@H:20]2[N:23]([C:30](=[O:37])[C:31]3[CH:32]=[CH:33][CH:34]=[CH:35][CH:36]=3)[CH2:24][C:25]([O:28][CH3:29])([O:26][CH3:27])[C@@H:19]12)=[O:17], predict the reactants needed to synthesize it. The reactants are: C(OC(=O)[NH:10][C@H:11]([C:16]([N:18]1[CH2:22][CH2:21][C@H:20]2[N:23]([C:30](=[O:37])[C:31]3[CH:36]=[CH:35][CH:34]=[CH:33][CH:32]=3)[CH2:24][C:25]([O:28][CH3:29])([O:26][CH3:27])[C@@H:19]12)=[O:17])[CH2:12][CH:13]([CH3:15])[CH3:14])C1C=CC=CC=1.[H][H].C(O)C. (3) Given the product [CH3:18][N:15]1[CH:14]=[C:13]([C:7]2[CH:8]=[CH:9][CH:10]=[CH:11][CH:12]=2)[N:17]=[CH:16]1, predict the reactants needed to synthesize it. The reactants are: CS(C)=O.[OH-].[K+].[C:7]1([C:13]2[NH:17][CH:16]=[N:15][CH:14]=2)[CH:12]=[CH:11][CH:10]=[CH:9][CH:8]=1.[CH3:18]I. (4) The reactants are: Cl[C:2]1[NH:7][C:6](=[O:8])[C:5]2[CH:9]=[CH:10][S:11][C:4]=2[CH:3]=1.[CH3:12][N:13]([CH3:20])[CH:14]1[CH2:19][CH2:18][NH:17][CH2:16][CH2:15]1. Given the product [CH3:12][N:13]([CH3:20])[CH:14]1[CH2:19][CH2:18][N:17]([C:2]2[NH:7][C:6](=[O:8])[C:5]3[CH:9]=[CH:10][S:11][C:4]=3[CH:3]=2)[CH2:16][CH2:15]1, predict the reactants needed to synthesize it. (5) Given the product [O:33]1[C:37]2[CH:38]=[CH:39][C:40]([CH:42]3[CH2:47][CH2:46][CH:45]([N:8]4[CH2:11][CH:10]([NH:12][C:13](=[O:32])[CH2:14][NH:15][C:16]5[C:24]6[C:19](=[CH:20][CH:21]=[C:22]([C:25]([F:28])([F:27])[F:26])[CH:23]=6)[N:18]([CH2:29][CH2:30][OH:31])[N:17]=5)[CH2:9]4)[CH2:44][CH2:43]3)=[CH:41][C:36]=2[O:35][CH2:34]1, predict the reactants needed to synthesize it. The reactants are: OC(C(F)(F)F)=O.[NH:8]1[CH2:11][CH:10]([NH:12][C:13](=[O:32])[CH2:14][NH:15][C:16]2[C:24]3[C:19](=[CH:20][CH:21]=[C:22]([C:25]([F:28])([F:27])[F:26])[CH:23]=3)[N:18]([CH2:29][CH2:30][OH:31])[N:17]=2)[CH2:9]1.[O:33]1[C:37]2[CH:38]=[CH:39][C:40]([CH:42]3[CH2:47][CH2:46][C:45](=O)[CH2:44][CH2:43]3)=[CH:41][C:36]=2[O:35][CH2:34]1. (6) Given the product [N+:1]([C:4]1[CH:5]=[CH:6][C:7]([CH:10]2[CH2:15][NH:14][CH2:13][CH2:12][S:11]2)=[CH:8][CH:9]=1)([O-:3])=[O:2], predict the reactants needed to synthesize it. The reactants are: [N+:1]([C:4]1[CH:9]=[CH:8][C:7]([CH:10]2[CH2:15][NH:14][C:13](=O)[CH2:12][S:11]2)=[CH:6][CH:5]=1)([O-:3])=[O:2].[H-].[Al+3].[Li+].[H-].[H-].[H-].[O-]S([O-])(=O)=O.[Na+].[Na+].